Predict the product of the given reaction. From a dataset of Forward reaction prediction with 1.9M reactions from USPTO patents (1976-2016). (1) Given the reactants C([O:3][C:4]([C:6]1[NH:13][N:12]=[C:11]2[C:7]=1[CH2:8][CH:9]1[C:14]([CH3:16])([CH3:15])[CH:10]12)=[O:5])C.CO.[OH-].[Li+], predict the reaction product. The product is: [CH3:15][C:14]1([CH3:16])[CH:9]2[CH2:8][C:7]3[C:11]([CH:10]12)=[N:12][NH:13][C:6]=3[C:4]([OH:5])=[O:3]. (2) Given the reactants [Li+].[Cl-].[CH3:3][C:4]1[CH:9]=[CH:8][C:7]([P:10]([C:15](=[O:22])[C:16]2[CH:21]=[CH:20][CH:19]=[CH:18][CH:17]=2)(=[O:14])[O:11]CC)=[C:6]([CH3:23])[C:5]=1[CH3:24].OS(O)(=O)=O, predict the reaction product. The product is: [CH3:3][C:4]1[CH:9]=[CH:8][C:7]([P:10]([C:15](=[O:22])[C:16]2[CH:17]=[CH:18][CH:19]=[CH:20][CH:21]=2)(=[O:11])[OH:14])=[C:6]([CH3:23])[C:5]=1[CH3:24]. (3) Given the reactants [N+:1]([C:4]1[CH:9]=[CH:8][CH:7]=[CH:6][C:5]=1[S:10][C:11]1[CH:19]=[CH:18][CH:17]=[CH:16][C:12]=1[C:13]([OH:15])=[O:14])([O-])=O, predict the reaction product. The product is: [NH2:1][C:4]1[CH:9]=[CH:8][CH:7]=[CH:6][C:5]=1[S:10][C:11]1[CH:19]=[CH:18][CH:17]=[CH:16][C:12]=1[C:13]([OH:15])=[O:14]. (4) The product is: [Cl:1][C:2]1[CH:7]=[CH:6][C:5]([C:8]2[NH:18][C:19]3[N:23]([N:22]=[C:21]([CH2:24][CH3:25])[C:20]=3[C:26]#[N:27])[C:10](=[O:12])[CH:9]=2)=[CH:4][C:3]=1[O:16][CH3:17]. Given the reactants [Cl:1][C:2]1[CH:7]=[CH:6][C:5]([C:8](=O)[CH2:9][C:10]([O:12]CC)=O)=[CH:4][C:3]=1[O:16][CH3:17].[NH2:18][C:19]1[NH:23][N:22]=[C:21]([CH2:24][CH3:25])[C:20]=1[C:26]#[N:27], predict the reaction product. (5) The product is: [C:1]1([C:7]23[CH2:16][CH:11]4[CH2:12][CH:13]([CH2:15][C:9]([NH:54][C:57](=[O:27])[O:51][CH2:44][C:45]5[CH:50]=[CH:49][CH:48]=[CH:47][CH:46]=5)([CH2:10]4)[CH2:8]2)[CH2:14]3)[CH:6]=[CH:5][CH:4]=[CH:3][CH:2]=1. Given the reactants [C:1]1([C:7]23[CH2:16][CH:11]4[CH2:12][CH:13]([CH2:15][C:9](C(O)=O)([CH2:10]4)[CH2:8]2)[CH2:14]3)[CH:6]=[CH:5][CH:4]=[CH:3][CH:2]=1.C1(P(N=[N+]=[N-])(C2C=CC=CC=2)=[O:27])C=CC=CC=1.C1(C)C=CC=CC=1.[CH2:44]([OH:51])[C:45]1[CH:50]=[CH:49][CH:48]=[CH:47][CH:46]=1.CC[N:54]([CH2:57]C)CC, predict the reaction product. (6) Given the reactants [C:1]([O:5][C:6]([N:8]1[CH2:13][CH2:12][O:11][CH2:10][CH:9]1[C:14](=[NH:17])[NH:15][OH:16])=[O:7])([CH3:4])([CH3:3])[CH3:2].[Cl:18][C:19]1[CH:20]=[C:21]([CH:25]=[CH:26][CH:27]=1)[C:22](O)=O.C1C=CC2N(O)N=NC=2C=1.CCN=C=NCCCN(C)C, predict the reaction product. The product is: [C:1]([O:5][C:6]([N:8]1[CH2:13][CH2:12][O:11][CH2:10][CH:9]1[C:14]1[N:17]=[C:22]([C:21]2[CH:25]=[CH:26][CH:27]=[C:19]([Cl:18])[CH:20]=2)[O:16][N:15]=1)=[O:7])([CH3:4])([CH3:2])[CH3:3]. (7) Given the reactants [Cl:1][C:2]1[CH:3]=[C:4]2[C:8](=[CH:9][CH:10]=1)[NH:7][C:6]1[CH2:11][N:12]([CH3:15])[CH2:13][CH2:14][C:5]2=1.N1C2C(=CC=C3C=2N=CC=C3)C=CC=1.[O-]P([O-])([O-])=O.[K+].[K+].[K+].Br[C:39]#[C:40][C:41]1[CH:46]=[CH:45][C:44]([O:47][CH3:48])=[C:43]([F:49])[CH:42]=1, predict the reaction product. The product is: [Cl:1][C:2]1[CH:3]=[C:4]2[C:8](=[CH:9][CH:10]=1)[N:7]([C:39]#[C:40][C:41]1[CH:46]=[CH:45][C:44]([O:47][CH3:48])=[C:43]([F:49])[CH:42]=1)[C:6]1[CH2:11][N:12]([CH3:15])[CH2:13][CH2:14][C:5]2=1. (8) Given the reactants Br[C:2]1[CH:3]=[C:4]2[C:9](=[CH:10][CH:11]=1)[N:8]=[C:7]([N:12]([CH2:15][CH3:16])[CH2:13][CH3:14])[C:6]([O:17][C:18]1[CH:23]=[CH:22][CH:21]=[CH:20][CH:19]=1)=[C:5]2[Cl:24].C([Li])CCC.[Cl:30][C:31]1[CH:36]=[CH:35][C:34]([C:37]([C:39]2[N:43]([CH3:44])[CH:42]=[N:41][CH:40]=2)=[O:38])=[CH:33][CH:32]=1, predict the reaction product. The product is: [Cl:24][C:5]1[C:4]2[C:9](=[CH:10][CH:11]=[C:2]([C:37]([C:34]3[CH:35]=[CH:36][C:31]([Cl:30])=[CH:32][CH:33]=3)([C:39]3[N:43]([CH3:44])[CH:42]=[N:41][CH:40]=3)[OH:38])[CH:3]=2)[N:8]=[C:7]([N:12]([CH2:15][CH3:16])[CH2:13][CH3:14])[C:6]=1[O:17][C:18]1[CH:23]=[CH:22][CH:21]=[CH:20][CH:19]=1. (9) Given the reactants [Cl:1][C:2]1[C:10]([N+:11]([O-:13])=[O:12])=[CH:9][C:5]([C:6](O)=[O:7])=[CH:4][C:3]=1[N+:14]([O-:16])=[O:15].C(Cl)(=O)C([Cl:20])=O, predict the reaction product. The product is: [Cl:1][C:2]1[C:10]([N+:11]([O-:13])=[O:12])=[CH:9][C:5]([C:6]([Cl:20])=[O:7])=[CH:4][C:3]=1[N+:14]([O-:16])=[O:15].